This data is from Choline transporter screen with 302,306 compounds. The task is: Binary Classification. Given a drug SMILES string, predict its activity (active/inactive) in a high-throughput screening assay against a specified biological target. (1) The compound is N1(CC2CCCCC2)CCN=C1N(C)C. The result is 0 (inactive). (2) The compound is O=C(Nc1cc2[nH]c(nc2cc1)c1ncccc1)C1CCCCC1. The result is 0 (inactive). (3) The compound is O1N=C(CC1Cn1c(=O)n(c(=O)c(c1)C#N)C)C(=O)NCCOC. The result is 0 (inactive). (4) The compound is S(=O)(=O)(N(C)C)c1ccc(NC(=O)N2CCN(CC2)c2cc(ccc2)C(F)(F)F)cc1. The result is 0 (inactive). (5) The drug is O=C1N(C(=O)C2C1C1N(C(=O)C2C=C1)C)c1c(cccc1)C. The result is 0 (inactive). (6) The result is 0 (inactive). The compound is O(c1cc(CC(=O)Nc2cc(ccc2O)C)ccc1OC)C.